Binary Classification. Given a miRNA mature sequence and a target amino acid sequence, predict their likelihood of interaction. From a dataset of Experimentally validated miRNA-target interactions with 360,000+ pairs, plus equal number of negative samples. The miRNA is hsa-miR-655-3p with sequence AUAAUACAUGGUUAACCUCUUU. The protein sequence of the target gene is MTDRYTIHSQLEHLQSKYIGTGHADTTKWEWLVNQHRDSYCSYMGHFDLLNYFAIAENESKARVRFNLMEKMLQPCGPPADKPEEN. Result: 0 (no interaction).